Predict the product of the given reaction. From a dataset of Forward reaction prediction with 1.9M reactions from USPTO patents (1976-2016). (1) Given the reactants [CH2:1]([NH2:8])[C:2]1[CH:7]=[CH:6][CH:5]=[CH:4][CH:3]=1.CCN(CC)CC.[CH3:16][S:17](Cl)(=[O:19])=[O:18], predict the reaction product. The product is: [CH2:1]([NH:8][S:17]([CH3:16])(=[O:19])=[O:18])[C:2]1[CH:7]=[CH:6][CH:5]=[CH:4][CH:3]=1. (2) Given the reactants Cl[C:2]([C:4]1([C:12](Cl)=[O:13])[CH2:6][CH:5]1[C:7]([O:9][CH2:10][CH3:11])=[O:8])=[O:3].[Cl:15][C:16]1[CH:21]=[CH:20][C:19]([NH:22][C:23]2[C:24]([NH2:29])=[CH:25][CH:26]=[CH:27][CH:28]=2)=[CH:18][CH:17]=1, predict the reaction product. The product is: [Cl:15][C:16]1[CH:21]=[CH:20][C:19]([N:22]2[C:2](=[O:3])[C:4]3([CH2:6][CH:5]3[C:7]([O:9][CH2:10][CH3:11])=[O:8])[C:12](=[O:13])[NH:29][C:24]3[CH:25]=[CH:26][CH:27]=[CH:28][C:23]2=3)=[CH:18][CH:17]=1.